From a dataset of Forward reaction prediction with 1.9M reactions from USPTO patents (1976-2016). Predict the product of the given reaction. (1) Given the reactants [C:1]([O:5][C:6]([NH:8][C@H:9]([C:23]([O-:25])=[O:24])[CH2:10][C@H:11]([CH2:15][C:16]1[CH:21]=[CH:20][C:19]([OH:22])=[CH:18][CH:17]=1)[C:12]([O-:14])=[O:13])=[O:7])([CH3:4])([CH3:3])[CH3:2].CC1C=CC(S(O[CH2:37][C@H:38]2[C@H:42]([CH2:43][O:44][S:45]([C:48]3[CH:53]=[CH:52][C:51]([CH3:54])=[CH:50][CH:49]=3)(=[O:47])=[O:46])[O:41][C:40]([CH3:56])([CH3:55])[O:39]2)(=O)=O)=CC=1.C(=O)([O-])[O-].[K+].[K+].O, predict the reaction product. The product is: [C:1]([O:5][C:6]([NH:8][C@H:9]([C:23]([O:25][C:11]([CH3:15])([CH3:12])[CH3:10])=[O:24])[CH2:10][C@H:11]([CH2:15][C:16]1[CH:17]=[CH:18][C:19]([O:22][CH2:37][C@H:38]2[C@H:42]([CH2:43][O:44][S:45]([C:48]3[CH:53]=[CH:52][C:51]([CH3:54])=[CH:50][CH:49]=3)(=[O:47])=[O:46])[O:41][C:40]([CH3:56])([CH3:55])[O:39]2)=[CH:20][CH:21]=1)[C:12]([O:14][C:1]([CH3:4])([CH3:3])[CH3:2])=[O:13])=[O:7])([CH3:4])([CH3:2])[CH3:3]. (2) Given the reactants Br[C:2]1[S:6][C:5]([C:7]2[CH:15]=[CH:14][C:10]([C:11]([OH:13])=[O:12])=[CH:9][CH:8]=2)=[CH:4][CH:3]=1.[OH:16][C:17]1[CH:22]=[CH:21][C:20](B(O)O)=[CH:19][CH:18]=1.Cl, predict the reaction product. The product is: [OH:16][C:17]1[CH:22]=[CH:21][C:20]([C:2]2[S:6][C:5]([C:7]3[CH:15]=[CH:14][C:10]([C:11]([OH:13])=[O:12])=[CH:9][CH:8]=3)=[CH:4][CH:3]=2)=[CH:19][CH:18]=1. (3) Given the reactants Cl[C:2]1[C:7]([C:8]([OH:10])=[O:9])=[C:6]([Cl:11])[N:5]=[C:4]([S:12][CH3:13])[N:3]=1.CSC1N=C([NH:22][CH2:23][C:24]2[CH:29]=[CH:28][C:27]([O:30][CH3:31])=[C:26]([Cl:32])[CH:25]=2)C(C(OCC)=O)=CN=1.C(N(CC)CC)C.ClC1C=C(C=CC=1OC)CN, predict the reaction product. The product is: [Cl:32][C:26]1[CH:25]=[C:24]([CH:29]=[CH:28][C:27]=1[O:30][CH3:31])[CH2:23][NH:22][C:2]1[C:7]([C:8]([OH:10])=[O:9])=[C:6]([Cl:11])[N:5]=[C:4]([S:12][CH3:13])[N:3]=1. (4) The product is: [CH2:20]([N:19]([CH2:24][CH:25]([CH3:27])[CH3:26])[C:5]1[CH:4]=[CH:3][C:2]([B:32]2[O:33][CH2:34][C:29]([CH3:43])([CH3:28])[CH2:30][O:31]2)=[CH:7][C:6]=1[NH:8][C:9]([NH:11][C:12]1[CH:17]=[CH:16][C:15]([CH3:18])=[CH:14][CH:13]=1)=[O:10])[CH:21]([CH3:23])[CH3:22]. Given the reactants Br[C:2]1[CH:3]=[CH:4][C:5]([N:19]([CH2:24][CH:25]([CH3:27])[CH3:26])[CH2:20][CH:21]([CH3:23])[CH3:22])=[C:6]([NH:8][C:9]([NH:11][C:12]2[CH:17]=[CH:16][C:15]([CH3:18])=[CH:14][CH:13]=2)=[O:10])[CH:7]=1.[CH3:28][C:29]1([CH3:43])[CH2:34][O:33][B:32]([B:32]2[O:33][CH2:34][C:29]([CH3:43])([CH3:28])[CH2:30][O:31]2)[O:31][CH2:30]1.C([O-])(=O)C.[K+], predict the reaction product.